Dataset: Full USPTO retrosynthesis dataset with 1.9M reactions from patents (1976-2016). Task: Predict the reactants needed to synthesize the given product. (1) Given the product [CH2:8]([N:15]([CH3:31])[CH2:16][CH2:17][CH:18]1[CH2:23][CH2:22][NH:21][CH2:20][CH2:19]1)[C:9]1[CH:14]=[CH:13][CH:12]=[CH:11][CH:10]=1, predict the reactants needed to synthesize it. The reactants are: C(O)(C(F)(F)F)=O.[CH2:8]([N:15]([CH3:31])[CH2:16][CH2:17][CH:18]1[CH2:23][CH2:22][N:21](C(OC(C)(C)C)=O)[CH2:20][CH2:19]1)[C:9]1[CH:14]=[CH:13][CH:12]=[CH:11][CH:10]=1. (2) Given the product [Cl:1][C:2]1[N:7]=[C:6]([N:16]2[CH2:17][CH2:18][CH2:19][C@H:15]2[CH2:14][O:13][CH3:12])[CH:5]=[C:4]([CH2:9][CH2:10][CH3:11])[N:3]=1, predict the reactants needed to synthesize it. The reactants are: [Cl:1][C:2]1[N:7]=[C:6](Cl)[CH:5]=[C:4]([CH2:9][CH2:10][CH3:11])[N:3]=1.[CH3:12][O:13][CH2:14][C@@H:15]1[CH2:19][CH2:18][CH2:17][NH:16]1.